From a dataset of Full USPTO retrosynthesis dataset with 1.9M reactions from patents (1976-2016). Predict the reactants needed to synthesize the given product. (1) Given the product [C:10]([O:14][C:15](=[O:18])[CH2:16][S:1][C:2]1[CH:7]=[CH:6][C:5]([OH:8])=[CH:4][C:3]=1[CH3:9])([CH3:13])([CH3:12])[CH3:11], predict the reactants needed to synthesize it. The reactants are: [SH:1][C:2]1[CH:7]=[CH:6][C:5]([OH:8])=[CH:4][C:3]=1[CH3:9].[C:10]([O:14][C:15](=[O:18])[CH2:16]Br)([CH3:13])([CH3:12])[CH3:11].C(N(C(C)C)C(C)C)C.Cl.CCOC(C)=O. (2) Given the product [CH3:27][C:13]1[C:12](=[O:28])[C:11]2[C:16](=[C:17]([C:18](=[O:20])[CH:19]=[CH:30][C:31]3[CH:36]=[CH:35][CH:34]=[CH:33][CH:32]=3)[C:8]([O:7][CH2:6][CH:5]=[C:4]([CH3:29])[CH3:3])=[CH:9][CH:10]=2)[O:15][C:14]=1[C:21]1[CH:22]=[CH:23][CH:24]=[CH:25][CH:26]=1, predict the reactants needed to synthesize it. The reactants are: [OH-].[K+].[CH3:3][C:4]([CH3:29])=[CH:5][CH2:6][O:7][C:8]1[C:17]([C:18](=[O:20])[CH3:19])=[C:16]2[C:11]([C:12](=[O:28])[C:13]([CH3:27])=[C:14]([C:21]3[CH:26]=[CH:25][CH:24]=[CH:23][CH:22]=3)[O:15]2)=[CH:10][CH:9]=1.[CH:30](=O)[C:31]1[CH:36]=[CH:35][CH:34]=[CH:33][CH:32]=1. (3) Given the product [OH:8][NH:9][C:10]([C:12]1[CH:13]=[N:14][C:15]([N:18]2[CH2:19][CH:20]3[CH:22]([CH:21]3[N:24]([CH2:36][CH2:37][N:38]([CH2:41][CH3:42])[CH2:39][CH3:40])[CH2:25][C:26]3[CH:35]=[CH:34][C:33]4[C:28](=[CH:29][CH:30]=[CH:31][CH:32]=4)[CH:27]=3)[CH2:23]2)=[N:16][CH:17]=1)=[O:11], predict the reactants needed to synthesize it. The reactants are: C(OC([O:8][NH:9][C:10]([C:12]1[CH:13]=[N:14][C:15]([N:18]2[CH2:23][CH:22]3[CH:20]([CH:21]3[N:24]([CH2:36][CH2:37][N:38]([CH2:41][CH3:42])[CH2:39][CH3:40])[CH2:25][C:26]3[CH:35]=[CH:34][C:33]4[C:28](=[CH:29][CH:30]=[CH:31][CH:32]=4)[CH:27]=3)[CH2:19]2)=[N:16][CH:17]=1)=[O:11])C)C(C)C.Cl.O1CCOCC1. (4) The reactants are: [CH:1]1([NH:4][C:5]([NH2:7])=[S:6])[CH2:3][CH2:2]1.[CH3:8][N:9]([CH:11](OC)OC)[CH3:10]. Given the product [CH:1]1([NH:4][C:5]([N:7]=[CH:8][N:9]([CH3:11])[CH3:10])=[S:6])[CH2:3][CH2:2]1, predict the reactants needed to synthesize it. (5) Given the product [Cl:37][C:36]1[CH:35]=[CH:34][CH:33]=[C:32]([Cl:38])[C:31]=1[CH2:30][C:6]1[C:5]2[N:39]=[CH:40][NH:41][C:4]=2[C:3]([C:1]([NH2:2])=[O:52])=[C:8]([NH:9][C:10]2[CH:15]=[CH:14][C:13]([N:16]3[CH2:17][CH2:18][NH:19][CH2:20][CH2:21]3)=[CH:12][C:11]=2[CH3:29])[N:7]=1, predict the reactants needed to synthesize it. The reactants are: [C:1]([C:3]1[C:4]2[N:41](COCC[Si](C)(C)C)[CH:40]=[N:39][C:5]=2[C:6]([CH2:30][C:31]2[C:36]([Cl:37])=[CH:35][CH:34]=[CH:33][C:32]=2[Cl:38])=[N:7][C:8]=1[NH:9][C:10]1[CH:15]=[CH:14][C:13]([N:16]2[CH2:21][CH2:20][N:19](C(OC(C)(C)C)=O)[CH2:18][CH2:17]2)=[CH:12][C:11]=1[CH3:29])#[N:2].O.C(=O)(O)[O-:52].[Na+].